Dataset: Forward reaction prediction with 1.9M reactions from USPTO patents (1976-2016). Task: Predict the product of the given reaction. The product is: [CH2:1]([C:8]1[C:9]([N:23]2[CH2:24][CH2:25][N:20]([CH3:19])[CH2:21][CH2:22]2)=[N:10][C:11]2[C:16]([N:17]=1)=[CH:15][CH:14]=[CH:13][CH:12]=2)[C:2]1[CH:7]=[CH:6][CH:5]=[CH:4][CH:3]=1. Given the reactants [CH2:1]([C:8]1[C:9](Cl)=[N:10][C:11]2[C:16]([N:17]=1)=[CH:15][CH:14]=[CH:13][CH:12]=2)[C:2]1[CH:7]=[CH:6][CH:5]=[CH:4][CH:3]=1.[CH3:19][N:20]1[CH2:25][CH2:24][NH:23][CH2:22][CH2:21]1, predict the reaction product.